Task: Regression. Given two drug SMILES strings and cell line genomic features, predict the synergy score measuring deviation from expected non-interaction effect.. Dataset: NCI-60 drug combinations with 297,098 pairs across 59 cell lines (1) Drug 1: CC(CN1CC(=O)NC(=O)C1)N2CC(=O)NC(=O)C2. Drug 2: C(CC(=O)O)C(=O)CN.Cl. Cell line: SNB-19. Synergy scores: CSS=17.0, Synergy_ZIP=-2.79, Synergy_Bliss=0.567, Synergy_Loewe=-0.802, Synergy_HSA=1.53. (2) Drug 1: CS(=O)(=O)CCNCC1=CC=C(O1)C2=CC3=C(C=C2)N=CN=C3NC4=CC(=C(C=C4)OCC5=CC(=CC=C5)F)Cl. Drug 2: C1=NC2=C(N1)C(=S)N=CN2. Cell line: UO-31. Synergy scores: CSS=5.03, Synergy_ZIP=-7.69, Synergy_Bliss=-9.30, Synergy_Loewe=-17.8, Synergy_HSA=-11.1. (3) Drug 1: CN1CCC(CC1)COC2=C(C=C3C(=C2)N=CN=C3NC4=C(C=C(C=C4)Br)F)OC. Drug 2: CN(C)C1=NC(=NC(=N1)N(C)C)N(C)C. Cell line: CCRF-CEM. Synergy scores: CSS=-8.66, Synergy_ZIP=0.582, Synergy_Bliss=-5.43, Synergy_Loewe=-12.8, Synergy_HSA=-8.56. (4) Drug 1: CC1=C(C=C(C=C1)C(=O)NC2=CC(=CC(=C2)C(F)(F)F)N3C=C(N=C3)C)NC4=NC=CC(=N4)C5=CN=CC=C5. Drug 2: COCCOC1=C(C=C2C(=C1)C(=NC=N2)NC3=CC=CC(=C3)C#C)OCCOC.Cl. Cell line: NCI-H522. Synergy scores: CSS=6.55, Synergy_ZIP=-3.81, Synergy_Bliss=-1.91, Synergy_Loewe=-2.02, Synergy_HSA=-0.530. (5) Drug 1: C1=CC(=CC=C1CC(C(=O)O)N)N(CCCl)CCCl.Cl. Drug 2: C(CCl)NC(=O)N(CCCl)N=O. Cell line: 786-0. Synergy scores: CSS=17.1, Synergy_ZIP=-7.20, Synergy_Bliss=-4.63, Synergy_Loewe=-10.4, Synergy_HSA=-5.44. (6) Synergy scores: CSS=-2.84, Synergy_ZIP=-1.03, Synergy_Bliss=-5.16, Synergy_Loewe=-3.62, Synergy_HSA=-4.48. Drug 2: C1CC(=O)NC(=O)C1N2C(=O)C3=CC=CC=C3C2=O. Drug 1: C1CN1P(=S)(N2CC2)N3CC3. Cell line: OVCAR-4. (7) Drug 1: C1CC(=O)NC(=O)C1N2CC3=C(C2=O)C=CC=C3N. Drug 2: CC1=C(C=C(C=C1)NC(=O)C2=CC=C(C=C2)CN3CCN(CC3)C)NC4=NC=CC(=N4)C5=CN=CC=C5. Cell line: MDA-MB-435. Synergy scores: CSS=6.20, Synergy_ZIP=-0.215, Synergy_Bliss=5.51, Synergy_Loewe=5.18, Synergy_HSA=4.26. (8) Drug 1: C1CCN(CC1)CCOC2=CC=C(C=C2)C(=O)C3=C(SC4=C3C=CC(=C4)O)C5=CC=C(C=C5)O. Drug 2: CC1C(C(CC(O1)OC2CC(CC3=C2C(=C4C(=C3O)C(=O)C5=C(C4=O)C(=CC=C5)OC)O)(C(=O)CO)O)N)O.Cl. Cell line: OVCAR-8. Synergy scores: CSS=37.8, Synergy_ZIP=5.24, Synergy_Bliss=2.36, Synergy_Loewe=2.43, Synergy_HSA=3.18. (9) Drug 1: COC1=C(C=C2C(=C1)N=CN=C2NC3=CC(=C(C=C3)F)Cl)OCCCN4CCOCC4. Drug 2: CCCCC(=O)OCC(=O)C1(CC(C2=C(C1)C(=C3C(=C2O)C(=O)C4=C(C3=O)C=CC=C4OC)O)OC5CC(C(C(O5)C)O)NC(=O)C(F)(F)F)O. Cell line: HCT-15. Synergy scores: CSS=32.1, Synergy_ZIP=-9.93, Synergy_Bliss=-2.62, Synergy_Loewe=-2.09, Synergy_HSA=-2.40. (10) Drug 1: CN(C(=O)NC(C=O)C(C(C(CO)O)O)O)N=O. Drug 2: CC1C(C(CC(O1)OC2CC(CC3=C2C(=C4C(=C3O)C(=O)C5=CC=CC=C5C4=O)O)(C(=O)C)O)N)O. Cell line: UO-31. Synergy scores: CSS=47.2, Synergy_ZIP=-1.41, Synergy_Bliss=-0.562, Synergy_Loewe=-10.0, Synergy_HSA=0.237.